From a dataset of Catalyst prediction with 721,799 reactions and 888 catalyst types from USPTO. Predict which catalyst facilitates the given reaction. (1) Reactant: N1C=CC=N1.[CH3:6][O:7][C:8]1[CH:9]=[C:10]([CH:15]=[C:16]([CH3:18])[CH:17]=1)[C:11]([O:13]C)=O.[CH3:19][C:20]1[CH:25]=[CH:24][N:23]=[C:22]([S:26][CH3:27])[N:21]=1.C[Si](C)(C)[N-][Si](C)(C)C.[Li+]. Product: [CH3:6][O:7][C:8]1[CH:9]=[C:10]([C:11](=[O:13])[CH2:19][C:20]2[CH:25]=[CH:24][N:23]=[C:22]([S:26][CH3:27])[N:21]=2)[CH:15]=[C:16]([CH3:18])[CH:17]=1. The catalyst class is: 7. (2) Reactant: Br[C:2]1[N:10]=[CH:9][N:8]=[C:7]2[C:3]=1[N:4]=[CH:5][NH:6]2.[Cl:11][C:12]1[C:17]([CH3:18])=[C:16]([N:19]2[CH:23]=[N:22][N:21]=[CH:20]2)[C:15]([C:24]2[CH:29]=[CH:28][CH:27]=[C:26]([F:30])[CH:25]=2)=[C:14]([CH:31]([NH2:33])[CH3:32])[CH:13]=1.C(N(CC)C(C)C)(C)C. The catalyst class is: 32. Product: [Cl:11][C:12]1[C:17]([CH3:18])=[C:16]([N:19]2[CH:20]=[N:21][N:22]=[CH:23]2)[C:15]([C:24]2[CH:29]=[CH:28][CH:27]=[C:26]([F:30])[CH:25]=2)=[C:14]([CH:31]([NH:33][C:2]2[N:10]=[CH:9][N:8]=[C:7]3[C:3]=2[N:4]=[CH:5][NH:6]3)[CH3:32])[CH:13]=1.